From a dataset of Full USPTO retrosynthesis dataset with 1.9M reactions from patents (1976-2016). Predict the reactants needed to synthesize the given product. (1) Given the product [C:12]([CH2:13][CH:14]([NH:20][C:21](=[O:22])[O:23][C:24]([CH3:27])([CH3:26])[CH3:25])[C:15]1[CH:19]=[CH:18][S:17][CH:16]=1)#[N:29], predict the reactants needed to synthesize it. The reactants are: CC1C=CC(S(O[CH2:12][CH2:13][CH:14]([NH:20][C:21]([O:23][C:24]([CH3:27])([CH3:26])[CH3:25])=[O:22])[C:15]2[CH:19]=[CH:18][S:17][CH:16]=2)(=O)=O)=CC=1.[C-]#[N:29].[Na+].[Na+].[Cl-]. (2) Given the product [F:19][C:20]1[CH:21]=[CH:22][C:23]2[O:28][CH2:27][C@H:26]([CH2:29][N:4]3[CH2:5][CH2:6][CH2:7][C:2]([CH3:1])([CH2:8][O:9][CH2:10][CH2:11][O:12][C@H:13]4[CH2:18][CH2:17][CH2:16][CH2:15][O:14]4)[CH2:3]3)[O:25][C:24]=2[CH:35]=1, predict the reactants needed to synthesize it. The reactants are: [CH3:1][C@:2]1([CH2:8][O:9][CH2:10][CH2:11][O:12][CH:13]2[CH2:18][CH2:17][CH2:16][CH2:15][O:14]2)[CH2:7][CH2:6][CH2:5][NH:4][CH2:3]1.[F:19][C:20]1[CH:21]=[CH:22][C:23]2[O:28][CH2:27][C@H:26]([CH2:29]OS(C)(=O)=O)[O:25][C:24]=2[CH:35]=1.C([O-])([O-])=O.[K+].[K+].O. (3) Given the product [O:26]=[C:21]1[NH:22][C:23](=[O:25])[C:24](=[CH:1][C:3]2[CH:8]=[CH:7][C:6]([C:9]3[CH:14]=[CH:13][CH:12]=[C:11]([C:15]([O:17][CH2:18][CH3:19])=[O:16])[CH:10]=3)=[CH:5][CH:4]=2)[S:20]1, predict the reactants needed to synthesize it. The reactants are: [CH:1]([C:3]1[CH:8]=[CH:7][C:6]([C:9]2[CH:14]=[CH:13][CH:12]=[C:11]([C:15]([O:17][CH2:18][CH3:19])=[O:16])[CH:10]=2)=[CH:5][CH:4]=1)=O.[S:20]1[CH2:24][C:23](=[O:25])[NH:22][C:21]1=[O:26].